From a dataset of Peptide-MHC class II binding affinity with 134,281 pairs from IEDB. Regression. Given a peptide amino acid sequence and an MHC pseudo amino acid sequence, predict their binding affinity value. This is MHC class II binding data. (1) The peptide sequence is YDKFLANVSVVLTGK. The MHC is DRB1_0401 with pseudo-sequence DRB1_0401. The binding affinity (normalized) is 0.660. (2) The peptide sequence is PTIGVGGNFAGGGFG. The MHC is DRB1_1101 with pseudo-sequence DRB1_1101. The binding affinity (normalized) is 0. (3) The peptide sequence is LLQMNANAYSGKNRH. The binding affinity (normalized) is 0.829. The MHC is DRB1_0101 with pseudo-sequence DRB1_0101. (4) The peptide sequence is SRAEVSYVHVNGAKF. The MHC is DRB1_1501 with pseudo-sequence DRB1_1501. The binding affinity (normalized) is 0.486. (5) The peptide sequence is APEDKYEAFVLHFSE. The MHC is HLA-DPA10103-DPB10201 with pseudo-sequence HLA-DPA10103-DPB10201. The binding affinity (normalized) is 0.389. (6) The binding affinity (normalized) is 0.507. The MHC is DRB1_1001 with pseudo-sequence DRB1_1001. The peptide sequence is VATLSEALRIIAGTL.